Dataset: Reaction yield outcomes from USPTO patents with 853,638 reactions. Task: Predict the reaction yield, written as a fraction of the theoretical maximum amount of product (1.0 means a 100% yield; for example, 0.34 means a 34% yield). The reactants are [F:1][C:2]1[CH:7]=[CH:6][CH:5]=[C:4]([F:8])[C:3]=1[C:9]1[N:14]=[C:13]([C:15]([NH:17][C:18]2[C:19]([N:28]3[CH2:33][CH2:32][CH2:31][C@H:30]([NH:34]C(=O)OC(C)(C)C)[CH2:29]3)=[C:20]3[CH2:26][CH2:25][C:24](=[O:27])[C:21]3=[N:22][CH:23]=2)=[O:16])[CH:12]=[CH:11][C:10]=1[F:42].C(O)(C(F)(F)F)=O. The catalyst is C(Cl)Cl. The product is [NH2:34][C@H:30]1[CH2:31][CH2:32][CH2:33][N:28]([C:19]2[C:18]([NH:17][C:15]([C:13]3[CH:12]=[CH:11][C:10]([F:42])=[C:9]([C:3]4[C:2]([F:1])=[CH:7][CH:6]=[CH:5][C:4]=4[F:8])[N:14]=3)=[O:16])=[CH:23][N:22]=[C:21]3[C:24](=[O:27])[CH2:25][CH2:26][C:20]=23)[CH2:29]1. The yield is 0.440.